Task: Predict which catalyst facilitates the given reaction.. Dataset: Catalyst prediction with 721,799 reactions and 888 catalyst types from USPTO (1) Reactant: [CH3:1][O:2][C:3](=[O:14])[CH2:4][C:5]1[N:9]2[CH:10]=[CH:11][CH:12]=[CH:13][C:8]2=[CH:7][N:6]=1.[Al+3].[Cl-].[Cl-].[Cl-].[C:19](Cl)(=[O:21])[CH3:20]. The catalyst class is: 2. Product: [CH3:1][O:2][C:3](=[O:14])[CH2:4][C:5]1[N:9]2[CH:10]=[CH:11][CH:12]=[CH:13][C:8]2=[C:7]([C:19](=[O:21])[CH3:20])[N:6]=1. (2) Reactant: [NH2:1][C:2]1[C:10]2[C:9]([C:11]3[CH:16]=[CH:15][CH:14]=[C:13]([NH2:17])[CH:12]=3)=[N:8][CH:7]=[N:6][C:5]=2[S:4][C:3]=1[C:18]([NH2:20])=[O:19].Cl[C:22](OC1C=CC([N+]([O-])=O)=CC=1)=[O:23].C(N(CC)CC)C.[NH2:41][C:42]1[CH:47]=[CH:46][N:45]=[CH:44][CH:43]=1. Product: [NH2:1][C:2]1[C:10]2[C:9]([C:11]3[CH:16]=[CH:15][CH:14]=[C:13]([NH:17][C:22]([NH:41][C:42]4[CH:47]=[CH:46][N:45]=[CH:44][CH:43]=4)=[O:23])[CH:12]=3)=[N:8][CH:7]=[N:6][C:5]=2[S:4][C:3]=1[C:18]([NH2:20])=[O:19]. The catalyst class is: 1. (3) Reactant: [C:1]([O:6]C)(=[O:5])C(C)=C.C(O)(=O)C(C)=C.S(OOS([O-])(=O)=O)([O-])(=O)=O.[NH4+].[NH4+].S(C(CC(OCCCCC[CH2:46][CH2:47][CH2:48][CH2:49][CH2:50][CH2:51][CH3:52])=O)C(OCC=C)=O)(O)(=O)=O.[Na].C(OCC(CC)CCCC)(=O)C=C.[OH-].[K+]. Product: [CH3:52][CH2:51][CH2:50][CH2:49][CH:48]([C:1]([OH:6])=[O:5])[CH2:47][CH3:46]. The catalyst class is: 6. (4) Reactant: [CH3:1][C:2]1[N:6]2[CH:7]=[C:8]([C:11](OC)=[O:12])[CH:9]=[CH:10][C:5]2=[N:4][C:3]=1[CH:15]([CH3:17])[CH3:16].[H-].[H-].[H-].[H-].[Li+].[Al+3]. Product: [CH3:1][C:2]1[N:6]2[CH:7]=[C:8]([CH2:11][OH:12])[CH:9]=[CH:10][C:5]2=[N:4][C:3]=1[CH:15]([CH3:17])[CH3:16]. The catalyst class is: 7. (5) The catalyst class is: 5. Product: [ClH:25].[ClH:33].[NH2:1][C@H:2]1[CH2:7][CH2:6][C@H:5]([NH:8][C:9]2[C:18]3[C:13](=[CH:14][CH:15]=[C:16]([C:19]4[CH:20]=[C:21]([Cl:27])[C:22]([OH:26])=[C:23]([Cl:25])[CH:24]=4)[CH:17]=3)[N:12]=[CH:11][C:10]=2[C:28]([CH:30]2[CH2:31][CH2:32]2)=[O:29])[CH2:4][CH2:3]1. Reactant: [NH2:1][C@H:2]1[CH2:7][CH2:6][C@H:5]([NH:8][C:9]2[C:18]3[C:13](=[CH:14][CH:15]=[C:16]([C:19]4[CH:24]=[C:23]([Cl:25])[C:22]([OH:26])=[C:21]([Cl:27])[CH:20]=4)[CH:17]=3)[N:12]=[CH:11][C:10]=2[C:28]([CH:30]2[CH2:32][CH2:31]2)=[O:29])[CH2:4][CH2:3]1.[ClH:33].